Dataset: Catalyst prediction with 721,799 reactions and 888 catalyst types from USPTO. Task: Predict which catalyst facilitates the given reaction. (1) Reactant: [CH3:1][CH:2]([N:4]1[CH2:9][CH2:8][CH:7]([CH2:10][CH:11]2[CH2:16][CH2:15][NH:14][CH2:13][CH2:12]2)[CH2:6][CH2:5]1)[CH3:3].Cl[C:18]1[N:19]=[CH:20][C:21]([C:24]([O:26][CH3:27])=[O:25])=[N:22][CH:23]=1.C(=O)([O-])[O-].[K+].[K+]. Product: [CH3:3][CH:2]([N:4]1[CH2:9][CH2:8][CH:7]([CH2:10][CH:11]2[CH2:12][CH2:13][N:14]([C:18]3[N:19]=[CH:20][C:21]([C:24]([O:26][CH3:27])=[O:25])=[N:22][CH:23]=3)[CH2:15][CH2:16]2)[CH2:6][CH2:5]1)[CH3:1]. The catalyst class is: 10. (2) Reactant: [NH2:1][C:2]1[S:3][C:4]2[C:10](=[O:11])[CH2:9][CH:8]([CH3:12])[CH2:7][C:5]=2[N:6]=1.C1CCN2C(=NCCC2)CC1.C1N=[CH:27][N:26]([C:29](N2C=NC=C2)=[O:30])[CH:25]=1.CNC. Product: [CH3:25][N:26]([CH3:27])[C:29]([NH:1][C:2]1[S:3][C:4]2[C:10](=[O:11])[CH2:9][CH:8]([CH3:12])[CH2:7][C:5]=2[N:6]=1)=[O:30]. The catalyst class is: 23. (3) The catalyst class is: 249. Product: [CH3:49][S:46]([CH2:45][CH2:44][NH:5][CH2:6][C:7]1[CH:8]=[C:9]([NH:13][C:14]2[N:19]=[C:18]([C:20]3[C:21]([C:29]4[CH:30]=[C:31]([NH:35][C:36](=[O:43])[CH2:37][C:38]5[S:39][CH:40]=[CH:41][CH:42]=5)[CH:32]=[CH:33][CH:34]=4)=[N:22][N:23]4[CH:28]=[CH:27][CH:26]=[CH:25][C:24]=34)[CH:17]=[CH:16][N:15]=2)[CH:10]=[CH:11][CH:12]=1)(=[O:47])=[O:48]. Reactant: FC(F)(F)C([N:5]([CH2:44][CH2:45][S:46]([CH3:49])(=[O:48])=[O:47])[CH2:6][C:7]1[CH:12]=[CH:11][CH:10]=[C:9]([NH:13][C:14]2[N:19]=[C:18]([C:20]3[C:21]([C:29]4[CH:34]=[CH:33][CH:32]=[C:31]([NH:35][C:36](=[O:43])[CH2:37][C:38]5[S:39][CH:40]=[CH:41][CH:42]=5)[CH:30]=4)=[N:22][N:23]4[CH:28]=[CH:27][CH:26]=[CH:25][C:24]=34)[CH:17]=[CH:16][N:15]=2)[CH:8]=1)=O.O[Li].O. (4) Reactant: [Br:1][C:2]1[CH:3]=[C:4]([CH:17]=[C:18]([CH:21]=[O:22])[C:19]=1[CH3:20])[CH2:5][N:6]([CH:14]1[CH2:16][CH2:15]1)[C:7](=[O:13])[O:8][C:9]([CH3:12])([CH3:11])[CH3:10].[F:23][C:24]1[CH:25]=[C:26]([Mg]Br)[CH:27]=[CH:28][CH:29]=1. Product: [Br:1][C:2]1[CH:3]=[C:4]([CH:17]=[C:18]([CH:21]([C:28]2[CH:27]=[CH:26][CH:25]=[C:24]([F:23])[CH:29]=2)[OH:22])[C:19]=1[CH3:20])[CH2:5][N:6]([CH:14]1[CH2:15][CH2:16]1)[C:7](=[O:13])[O:8][C:9]([CH3:12])([CH3:11])[CH3:10]. The catalyst class is: 1. (5) Product: [F:1][C:2]1[CH:3]=[C:4]([S:9]([NH2:12])(=[O:11])=[O:10])[CH:5]=[CH:6][C:7]=1[NH:13][NH2:14]. Reactant: [F:1][C:2]1[CH:3]=[C:4]([S:9]([NH2:12])(=[O:11])=[O:10])[CH:5]=[CH:6][C:7]=1F.[NH2:13][NH2:14]. The catalyst class is: 10. (6) Reactant: [NH2:1][C:2]1[CH:7]=[CH:6][CH:5]=[CH:4][C:3]=1[NH:8][C:9](=[O:41])[C:10]1[CH:15]=[CH:14][C:13]([CH2:16][N:17](CCCN(C)C)[C:18]([NH:20][C:21]2[CH:26]=[CH:25][CH:24]=[C:23]([O:27]CC3C=CC=CC=3)[CH:22]=2)=[O:19])=[CH:12][CH:11]=1.[C:42](OCC)(=O)[CH3:43].CO.[CH3:50][N:51]([CH:53]=O)[CH3:52]. Product: [NH2:1][C:2]1[CH:7]=[CH:6][CH:5]=[CH:4][C:3]=1[NH:8][C:9](=[O:41])[C:10]1[CH:11]=[CH:12][C:13]([CH:16]([NH:17][C:18]([NH:20][C:21]2[CH:26]=[CH:25][CH:24]=[C:23]([OH:27])[CH:22]=2)=[O:19])[CH2:42][CH2:43][CH2:53][N:51]([CH3:52])[CH3:50])=[CH:14][CH:15]=1. The catalyst class is: 45. (7) Reactant: [F:1][C:2]([F:30])([F:29])[C:3]1[CH:8]=[CH:7][C:6]([C:9]2[C:10]([C:15]([NH:17][C:18]3[CH:19]=[CH:20][C:21]([O:24][CH2:25][C:26](O)=[O:27])=[N:22][CH:23]=3)=[O:16])=[CH:11][CH:12]=[CH:13][CH:14]=2)=[CH:5][CH:4]=1.Cl.[NH2:32][CH:33]([C:45]1[CH:50]=[CH:49][CH:48]=[CH:47][CH:46]=1)[C:34]([N:36]([CH2:38][C:39]1[CH:44]=[CH:43][CH:42]=[CH:41][CH:40]=1)[CH3:37])=[O:35].C1CN([P+](Br)(N2CCCC2)N2CCCC2)CC1.F[P-](F)(F)(F)(F)F.C(N(C(C)C)CC)(C)C. Product: [CH2:38]([N:36]([CH3:37])[C:34]([CH:33]([NH:32][C:26]([CH2:25][O:24][C:21]1[N:22]=[CH:23][C:18]([NH:17][C:15]([C:10]2[C:9]([C:6]3[CH:7]=[CH:8][C:3]([C:2]([F:29])([F:1])[F:30])=[CH:4][CH:5]=3)=[CH:14][CH:13]=[CH:12][CH:11]=2)=[O:16])=[CH:19][CH:20]=1)=[O:27])[C:45]1[CH:46]=[CH:47][CH:48]=[CH:49][CH:50]=1)=[O:35])[C:39]1[CH:40]=[CH:41][CH:42]=[CH:43][CH:44]=1. The catalyst class is: 2. (8) Reactant: Cl[C:2]1[CH:10]=[C:9]2[C:5]([CH:6]=[N:7][N:8]2S(C2C=CC=CC=2)(=O)=O)=[C:4]([C:20]2[O:21][C:22]([CH2:25][N:26]3[CH2:31][C@@H:30]([CH3:32])[O:29][C@H:28]([CH3:33])[CH2:27]3)=[CH:23][N:24]=2)[CH:3]=1.[CH3:34][O:35][C:36]1[C:41]([NH:42][S:43]([CH3:46])(=[O:45])=[O:44])=[CH:40][C:39](B2OC(C)(C)C(C)(C)O2)=[CH:38][N:37]=1.C(=O)(O)[O-].[Na+].[OH-].[Na+]. Product: [CH3:32][C@H:30]1[O:29][C@H:28]([CH3:33])[CH2:27][N:26]([CH2:25][C:22]2[O:21][C:20]([C:4]3[CH:3]=[C:2]([C:39]4[CH:40]=[C:41]([NH:42][S:43]([CH3:46])(=[O:44])=[O:45])[C:36]([O:35][CH3:34])=[N:37][CH:38]=4)[CH:10]=[C:9]4[C:5]=3[CH:6]=[N:7][NH:8]4)=[N:24][CH:23]=2)[CH2:31]1. The catalyst class is: 38. (9) Reactant: OC(C(F)(F)F)=O.[CH3:8][N:9]1[CH:13]([C:14]([OH:16])=O)[CH2:12][N:11]([CH2:17][CH2:18][N:19]2[CH2:24][CH2:23][O:22][CH2:21][CH2:20]2)[C:10]1=[O:25].C(N1CCOCC1)C.O.ON1C2C=CC=CC=2N=N1.Cl.C(N=C=NCCCN(C)C)C.[Cl:57][C:58]1[C:63]([C:64]([F:67])([F:66])[F:65])=[CH:62][CH:61]=[CH:60][C:59]=1[CH2:68][NH2:69]. Product: [ClH:57].[Cl:57][C:58]1[C:63]([C:64]([F:66])([F:67])[F:65])=[CH:62][CH:61]=[CH:60][C:59]=1[CH2:68][NH:69][C:14]([CH:13]1[CH2:12][N:11]([CH2:17][CH2:18][N:19]2[CH2:24][CH2:23][O:22][CH2:21][CH2:20]2)[C:10](=[O:25])[N:9]1[CH3:8])=[O:16]. The catalyst class is: 4. (10) Reactant: Br[C:2]1[N:6]2[C:7]3[CH:19]=[CH:18][CH:17]=[N:16][C:8]=3[NH:9][C:10]3[CH:15]=[CH:14][CH:13]=[CH:12][C:11]=3[C:5]2=[N:4][C:3]=1[C:20]1[CH:25]=[CH:24][CH:23]=[CH:22][CH:21]=1.C(O)C.C(=O)(O)[O-].[Na+].CC1(C)C(C)(C)OB([C:42]2[CH:47]=[CH:46][C:45]([C@@H:48]([NH:50][C:51](=[O:57])[O:52][C:53]([CH3:56])([CH3:55])[CH3:54])[CH3:49])=[CH:44][CH:43]=2)O1. Product: [C:20]1([C:3]2[N:4]=[C:5]3[C:11]4[CH:12]=[CH:13][CH:14]=[CH:15][C:10]=4[NH:9][C:8]4[N:16]=[CH:17][CH:18]=[CH:19][C:7]=4[N:6]3[C:2]=2[C:42]2[CH:43]=[CH:44][C:45]([C@@H:48]([NH:50][C:51](=[O:57])[O:52][C:53]([CH3:56])([CH3:55])[CH3:54])[CH3:49])=[CH:46][CH:47]=2)[CH:25]=[CH:24][CH:23]=[CH:22][CH:21]=1. The catalyst class is: 11.